Dataset: Full USPTO retrosynthesis dataset with 1.9M reactions from patents (1976-2016). Task: Predict the reactants needed to synthesize the given product. Given the product [Br:1][C:2]1[C:19]([OH:20])=[CH:18][C:5]2[CH2:6][CH2:7][C:8]3[C:12]([C:4]=2[CH:3]=1)=[N:11][NH:10][C:9]=3[C:13]([OH:15])=[O:14], predict the reactants needed to synthesize it. The reactants are: [Br:1][C:2]1[C:19]([O:20]C)=[CH:18][C:5]2[CH2:6][CH2:7][C:8]3[C:12]([C:4]=2[CH:3]=1)=[N:11][NH:10][C:9]=3[C:13]([O:15]CC)=[O:14].B(Br)(Br)Br.O.[OH-].[Li+].Cl.